Dataset: NCI-60 drug combinations with 297,098 pairs across 59 cell lines. Task: Regression. Given two drug SMILES strings and cell line genomic features, predict the synergy score measuring deviation from expected non-interaction effect. Drug 1: CCC(=C(C1=CC=CC=C1)C2=CC=C(C=C2)OCCN(C)C)C3=CC=CC=C3.C(C(=O)O)C(CC(=O)O)(C(=O)O)O. Drug 2: C1=CC=C(C=C1)NC(=O)CCCCCCC(=O)NO. Cell line: MDA-MB-231. Synergy scores: CSS=6.22, Synergy_ZIP=-1.37, Synergy_Bliss=4.77, Synergy_Loewe=-12.4, Synergy_HSA=-0.181.